From a dataset of Catalyst prediction with 721,799 reactions and 888 catalyst types from USPTO. Predict which catalyst facilitates the given reaction. (1) Reactant: [CH3:1][O:2][C:3]([C@H:5]1[C@@H:9]([C:10]2[CH:15]=[CH:14][C:13]([Cl:16])=[C:12]([Cl:17])[CH:11]=2)[CH2:8][N:7]([CH2:18][C:19]2[CH:24]=[CH:23][CH:22]=[CH:21][CH:20]=2)[CH2:6]1)=[O:4].C[O-].[Na+]. Product: [CH3:1][O:2][C:3]([C@@H:5]1[C@@H:9]([C:10]2[CH:15]=[CH:14][C:13]([Cl:16])=[C:12]([Cl:17])[CH:11]=2)[CH2:8][N:7]([CH2:18][C:19]2[CH:20]=[CH:21][CH:22]=[CH:23][CH:24]=2)[CH2:6]1)=[O:4]. The catalyst class is: 5. (2) Reactant: [CH2:1]([O:8][C:9](=[O:24])[NH:10][C:11]1[C:16]([NH:17][C:18](=[O:21])[CH2:19]Cl)=[CH:15][C:14]([O:22][CH3:23])=[CH:13][N:12]=1)[C:2]1[CH:7]=[CH:6][CH:5]=[CH:4][CH:3]=1.C(=O)([O-])[O-].[Cs+].[Cs+]. Product: [CH3:23][O:22][C:14]1[CH:13]=[N:12][C:11]2[N:10]([C:9]([O:8][CH2:1][C:2]3[CH:7]=[CH:6][CH:5]=[CH:4][CH:3]=3)=[O:24])[CH2:19][C:18](=[O:21])[NH:17][C:16]=2[CH:15]=1. The catalyst class is: 42.